From a dataset of Catalyst prediction with 721,799 reactions and 888 catalyst types from USPTO. Predict which catalyst facilitates the given reaction. (1) Reactant: [Br:1][C:2]1[CH:3]=[C:4]([CH:20]=[CH:21][C:22]=1[CH3:23])[C:5]([NH:7][C:8]1[CH:13]=[CH:12][C:11]([CH:14]=O)=[C:10]([C:16]([F:19])([F:18])[F:17])[CH:9]=1)=[O:6].[NH:24]1[CH2:29][CH2:28][CH2:27][CH2:26][CH2:25]1.S(C1C=CC(C)=CC=1)([O-])(=O)=O.[NH+]1C=CC=CC=1.C(O[BH-](OC(=O)C)OC(=O)C)(=O)C.[Na+]. Product: [Br:1][C:2]1[CH:3]=[C:4]([CH:20]=[CH:21][C:22]=1[CH3:23])[C:5]([NH:7][C:8]1[CH:13]=[CH:12][C:11]([CH2:14][N:24]2[CH2:29][CH2:28][CH2:27][CH2:26][CH2:25]2)=[C:10]([C:16]([F:19])([F:18])[F:17])[CH:9]=1)=[O:6]. The catalyst class is: 84. (2) Reactant: [C:1]1([C:13](=[O:18])[C:14]([O:16]C)=[O:15])[C:11]2=[C:12]3[C:7](=[CH:8][CH:9]=[CH:10]2)[CH2:6][CH2:5][CH2:4][N:3]3[CH:2]=1.[OH-].[Li+]. Product: [C:1]1([C:13](=[O:18])[C:14]([OH:16])=[O:15])[C:11]2=[C:12]3[C:7](=[CH:8][CH:9]=[CH:10]2)[CH2:6][CH2:5][CH2:4][N:3]3[CH:2]=1. The catalyst class is: 20.